This data is from Full USPTO retrosynthesis dataset with 1.9M reactions from patents (1976-2016). The task is: Predict the reactants needed to synthesize the given product. Given the product [Cl:26][C:22]1[O:23][C:19]([C:16]2[CH:15]=[CH:14][C:13]([C:12]([F:11])([F:24])[F:25])=[CH:18][CH:17]=2)=[CH:20][N:21]=1, predict the reactants needed to synthesize it. The reactants are: [Li+].C[Si]([N-][Si](C)(C)C)(C)C.[F:11][C:12]([F:25])([F:24])[C:13]1[CH:18]=[CH:17][C:16]([C:19]2[O:23][CH:22]=[N:21][CH:20]=2)=[CH:15][CH:14]=1.[Cl:26]C(Cl)(Cl)C(Cl)(Cl)Cl.